Dataset: Forward reaction prediction with 1.9M reactions from USPTO patents (1976-2016). Task: Predict the product of the given reaction. (1) Given the reactants C(N[CH:5]([CH3:7])[CH3:6])(C)C.CC[CH2:10][CH2:11][CH2:12][CH3:13].[CH2:14]([Li])CCC.[F:19][C:20]1[CH:25]=[C:24]([CH3:26])[CH:23]=[CH:22][N:21]=1.[OH2:27], predict the reaction product. The product is: [F:19][C:20]1[CH:25]=[C:24]([CH2:26][C:10]([C:11]2[CH:12]=[CH:13][CH:7]=[C:5]([CH3:6])[CH:14]=2)=[O:27])[CH:23]=[CH:22][N:21]=1. (2) Given the reactants [C:1]([O:5][C:6](=[O:25])[N:7]([CH2:9][C:10]1[CH:14]=[C:13](Br)[N:12]([S:16]([C:19]2[CH:20]=[N:21][CH:22]=[CH:23][CH:24]=2)(=[O:18])=[O:17])[CH:11]=1)[CH3:8])([CH3:4])([CH3:3])[CH3:2].[F:26][C:27]1[CH:32]=[CH:31][C:30](B(O)O)=[CH:29][CH:28]=1.C(=O)([O-])[O-].[Na+].[Na+], predict the reaction product. The product is: [C:1]([O:5][C:6](=[O:25])[N:7]([CH2:9][C:10]1[CH:14]=[C:13]([C:30]2[CH:31]=[CH:32][C:27]([F:26])=[CH:28][CH:29]=2)[N:12]([S:16]([C:19]2[CH:20]=[N:21][CH:22]=[CH:23][CH:24]=2)(=[O:18])=[O:17])[CH:11]=1)[CH3:8])([CH3:4])([CH3:3])[CH3:2].